From a dataset of NCI-60 drug combinations with 297,098 pairs across 59 cell lines. Regression. Given two drug SMILES strings and cell line genomic features, predict the synergy score measuring deviation from expected non-interaction effect. Drug 1: C1=NC2=C(N=C(N=C2N1C3C(C(C(O3)CO)O)F)Cl)N. Drug 2: CC1CCC2CC(C(=CC=CC=CC(CC(C(=O)C(C(C(=CC(C(=O)CC(OC(=O)C3CCCCN3C(=O)C(=O)C1(O2)O)C(C)CC4CCC(C(C4)OC)OCCO)C)C)O)OC)C)C)C)OC. Cell line: IGROV1. Synergy scores: CSS=-2.83, Synergy_ZIP=-1.40, Synergy_Bliss=-6.44, Synergy_Loewe=-17.0, Synergy_HSA=-10.1.